Dataset: Forward reaction prediction with 1.9M reactions from USPTO patents (1976-2016). Task: Predict the product of the given reaction. (1) Given the reactants [F:1][C:2]1[CH:12]=[CH:11][C:5]2[C:6]([CH2:9][OH:10])=[CH:7][O:8][C:4]=2[CH:3]=1.[CH3:13][CH2:14][O:15][C:16]([C:18]1[N:19]([C:28]([O:30][C:31]([CH3:34])([CH3:33])[CH3:32])=[O:29])[C:20]2[C:25]([CH:26]=1)=[C:24](O)[CH:23]=[CH:22][CH:21]=2)=[O:17].C1(P(C2C=CC=CC=2)C2C=CC=CC=2)C=CC=CC=1.CCN(C(C)C)C(C)C.N(C(OCC)=O)=NC([O-])=O, predict the reaction product. The product is: [CH3:13][CH2:14][O:15][C:16]([C:18]1[N:19]([C:28]([O:30][C:31]([CH3:32])([CH3:34])[CH3:33])=[O:29])[C:20]2[C:25]([CH:26]=1)=[C:24]([O:10][CH2:9][C:6]1[C:5]3[CH:11]=[CH:12][C:2]([F:1])=[CH:3][C:4]=3[O:8][CH:7]=1)[CH:23]=[CH:22][CH:21]=2)=[O:17]. (2) Given the reactants I[C:2]1[N:3]=[CH:4][N:5](S(N(C)C)(=O)=O)[CH:6]=1.C([Mg]Br)C.[CH3:17][O:18][C:19]1[C:26]([N+:27]([O-:29])=[O:28])=[CH:25][C:22]([CH:23]=[O:24])=[CH:21][CH:20]=1, predict the reaction product. The product is: [CH2:19]([OH:18])[CH3:20].[NH3:3].[NH:5]1[CH:6]=[C:2]([CH:23]([C:22]2[CH:21]=[CH:20][C:19]([O:18][CH3:17])=[C:26]([N+:27]([O-:29])=[O:28])[CH:25]=2)[OH:24])[N:3]=[CH:4]1. (3) Given the reactants [Cl:1][C:2]1[CH:8]=[CH:7][C:5]([NH2:6])=[C:4]([C:9]2[CH:14]=[C:13]([O:15]C)[N:12]=[CH:11][N:10]=2)[CH:3]=1.C(ON=O)CC(C)C.[Si](N=[N+:30]=[N-:31])(C)(C)C.[C:32]([C:34]1[CH:35]=[N:36][CH:37]=[CH:38][CH:39]=1)#[CH:33], predict the reaction product. The product is: [Cl:1][C:2]1[CH:8]=[CH:7][C:5]([N:6]2[CH:33]=[C:32]([C:34]3[CH:35]=[N:36][CH:37]=[CH:38][CH:39]=3)[N:30]=[N:31]2)=[C:4]([C:9]2[N:10]=[CH:11][N:12]=[C:13]([OH:15])[CH:14]=2)[CH:3]=1.